The task is: Predict the product of the given reaction.. This data is from Forward reaction prediction with 1.9M reactions from USPTO patents (1976-2016). (1) Given the reactants Br[C:2]1[CH:3]=[C:4]([CH:8]2[CH2:17][C:16]([CH3:19])([CH3:18])[C:15]3[C:10](=[C:11]([Cl:22])[CH:12]=[C:13]([C:20]#[N:21])[CH:14]=3)[NH:9]2)[CH:5]=[CH:6][CH:7]=1.[NH2:23][C:24]1([C:27]([OH:29])=[O:28])[CH2:26][CH2:25]1.C(=O)([O-])[O-].[K+].[K+], predict the reaction product. The product is: [Cl:22][C:11]1[CH:12]=[C:13]([C:20]#[N:21])[CH:14]=[C:15]2[C:10]=1[NH:9][CH:8]([C:4]1[CH:3]=[C:2]([NH:23][C:24]3([C:27]([OH:29])=[O:28])[CH2:26][CH2:25]3)[CH:7]=[CH:6][CH:5]=1)[CH2:17][C:16]2([CH3:19])[CH3:18]. (2) Given the reactants C[Si](C)(C)CCOC[N:7](COCC[Si](C)(C)C)[C:8]1[N:13]2[N:14]=[CH:15][C:16]([C:17]3[CH:18]=[N:19][C:20]4[C:25]([CH:26]=3)=[CH:24][CH:23]=[CH:22][CH:21]=4)=[C:12]2[N:11]=[C:10]([C:27]2[CH2:32][CH2:31][N:30](C(OC(C)(C)C)=O)[CH2:29][CH:28]=2)[CH:9]=1.C(O)(C(F)(F)F)=O, predict the reaction product. The product is: [N:19]1[C:20]2[C:25](=[CH:24][CH:23]=[CH:22][CH:21]=2)[CH:26]=[C:17]([C:16]2[CH:15]=[N:14][N:13]3[C:8]([NH2:7])=[CH:9][C:10]([C:27]4[CH2:32][CH2:31][NH:30][CH2:29][CH:28]=4)=[N:11][C:12]=23)[CH:18]=1. (3) Given the reactants [CH:1]1[C:10]2[C:5](=[CH:6][CH:7]=[CH:8][CH:9]=2)[CH:4]=[CH:3][C:2]=1[C:11]([NH:13][C:14]1[CH:19]=[CH:18][C:17]([CH:20]=[CH:21][C:22]([OH:24])=O)=[CH:16][CH:15]=1)=[O:12].C(Cl)Cl.Cl.[NH2:29][OH:30], predict the reaction product. The product is: [OH:30][NH:29][C:22]([CH:21]=[CH:20][C:17]1[CH:18]=[CH:19][C:14]([NH:13][C:11]([C:2]2[CH:3]=[CH:4][C:5]3[C:10](=[CH:9][CH:8]=[CH:7][CH:6]=3)[CH:1]=2)=[O:12])=[CH:15][CH:16]=1)=[O:24]. (4) Given the reactants Cl.[NH2:2][CH2:3][C:4]([C:6]1[CH:11]=[CH:10][C:9]([O:12][CH3:13])=[CH:8][CH:7]=1)=[O:5].[BH4-].[Na+].[OH-].[Na+].C(Cl)(Cl)Cl, predict the reaction product. The product is: [OH:5][CH:4]([C:6]1[CH:11]=[CH:10][C:9]([O:12][CH3:13])=[CH:8][CH:7]=1)[CH2:3][NH2:2]. (5) Given the reactants [CH3:1][C:2]1[C:10]2[C:9]3[CH:11]=[CH:12][CH:13]=[CH:14][C:8]=3[S:7][C:6]=2[CH:5]=[CH:4][C:3]=1[N+:15]([O-])=O.CCOC(C)=O, predict the reaction product. The product is: [NH2:15][C:3]1[CH:4]=[CH:5][C:6]2[S:7][C:8]3[CH:14]=[CH:13][CH:12]=[CH:11][C:9]=3[C:10]=2[C:2]=1[CH3:1]. (6) Given the reactants [C:1]([C:5]1[O:9][N:8]=[C:7]([NH:10][C:11]([NH:13][C:14]2[CH:19]=[CH:18][CH:17]=[C:16]([O:20][C:21]3[C:30]4[C:25](=[CH:26][C:27]([O:36][CH3:37])=[C:28]([O:31][CH2:32][CH2:33][O:34][CH3:35])[CH:29]=4)[N:24]=[CH:23][N:22]=3)[CH:15]=2)=[O:12])[CH:6]=1)([CH3:4])([CH3:3])[CH3:2].[ClH:38], predict the reaction product. The product is: [ClH:38].[C:1]([C:5]1[O:9][N:8]=[C:7]([NH:10][C:11]([NH:13][C:14]2[CH:19]=[CH:18][CH:17]=[C:16]([O:20][C:21]3[C:30]4[C:25](=[CH:26][C:27]([O:36][CH3:37])=[C:28]([O:31][CH2:32][CH2:33][O:34][CH3:35])[CH:29]=4)[N:24]=[CH:23][N:22]=3)[CH:15]=2)=[O:12])[CH:6]=1)([CH3:4])([CH3:2])[CH3:3].